Dataset: P-glycoprotein inhibition data for predicting drug efflux from Broccatelli et al.. Task: Regression/Classification. Given a drug SMILES string, predict its absorption, distribution, metabolism, or excretion properties. Task type varies by dataset: regression for continuous measurements (e.g., permeability, clearance, half-life) or binary classification for categorical outcomes (e.g., BBB penetration, CYP inhibition). Dataset: pgp_broccatelli. The drug is CC(C)(C(=O)O)c1ccc([C@H](O)CCCN2CCC(C(O)(c3ccccc3)c3ccccc3)CC2)cc1. The result is 0 (non-inhibitor).